From a dataset of NCI-60 drug combinations with 297,098 pairs across 59 cell lines. Regression. Given two drug SMILES strings and cell line genomic features, predict the synergy score measuring deviation from expected non-interaction effect. (1) Synergy scores: CSS=20.8, Synergy_ZIP=13.7, Synergy_Bliss=11.3, Synergy_Loewe=-25.9, Synergy_HSA=0.246. Drug 2: C1CNP(=O)(OC1)N(CCCl)CCCl. Drug 1: CC1=C(C(CCC1)(C)C)C=CC(=CC=CC(=CC(=O)O)C)C. Cell line: HL-60(TB). (2) Drug 1: CC1=C(C=C(C=C1)NC2=NC=CC(=N2)N(C)C3=CC4=NN(C(=C4C=C3)C)C)S(=O)(=O)N.Cl. Drug 2: CC1C(C(CC(O1)OC2CC(CC3=C2C(=C4C(=C3O)C(=O)C5=C(C4=O)C(=CC=C5)OC)O)(C(=O)C)O)N)O.Cl. Cell line: T-47D. Synergy scores: CSS=26.0, Synergy_ZIP=2.58, Synergy_Bliss=11.1, Synergy_Loewe=-5.80, Synergy_HSA=10.8. (3) Drug 1: CC1OCC2C(O1)C(C(C(O2)OC3C4COC(=O)C4C(C5=CC6=C(C=C35)OCO6)C7=CC(=C(C(=C7)OC)O)OC)O)O. Drug 2: CC1=C(C(=O)C2=C(C1=O)N3CC4C(C3(C2COC(=O)N)OC)N4)N. Cell line: SK-MEL-2. Synergy scores: CSS=49.1, Synergy_ZIP=-17.8, Synergy_Bliss=-10.5, Synergy_Loewe=-13.2, Synergy_HSA=-4.47. (4) Synergy scores: CSS=1.61, Synergy_ZIP=-2.11, Synergy_Bliss=-2.62, Synergy_Loewe=-5.77, Synergy_HSA=-3.56. Drug 2: N.N.Cl[Pt+2]Cl. Cell line: TK-10. Drug 1: C1CCC(C1)C(CC#N)N2C=C(C=N2)C3=C4C=CNC4=NC=N3. (5) Drug 1: CCCS(=O)(=O)NC1=C(C(=C(C=C1)F)C(=O)C2=CNC3=C2C=C(C=N3)C4=CC=C(C=C4)Cl)F. Drug 2: CCC1=CC2CC(C3=C(CN(C2)C1)C4=CC=CC=C4N3)(C5=C(C=C6C(=C5)C78CCN9C7C(C=CC9)(C(C(C8N6C)(C(=O)OC)O)OC(=O)C)CC)OC)C(=O)OC.C(C(C(=O)O)O)(C(=O)O)O. Cell line: NCI-H522. Synergy scores: CSS=69.0, Synergy_ZIP=19.0, Synergy_Bliss=18.9, Synergy_Loewe=-0.984, Synergy_HSA=18.8. (6) Drug 1: CN1CCC(CC1)COC2=C(C=C3C(=C2)N=CN=C3NC4=C(C=C(C=C4)Br)F)OC. Drug 2: CC1C(C(CC(O1)OC2CC(CC3=C2C(=C4C(=C3O)C(=O)C5=C(C4=O)C(=CC=C5)OC)O)(C(=O)CO)O)N)O.Cl. Cell line: SK-OV-3. Synergy scores: CSS=40.5, Synergy_ZIP=-0.945, Synergy_Bliss=2.47, Synergy_Loewe=-0.875, Synergy_HSA=5.67. (7) Drug 1: CC1CCC2CC(C(=CC=CC=CC(CC(C(=O)C(C(C(=CC(C(=O)CC(OC(=O)C3CCCCN3C(=O)C(=O)C1(O2)O)C(C)CC4CCC(C(C4)OC)O)C)C)O)OC)C)C)C)OC. Drug 2: C1=CC=C(C(=C1)C(C2=CC=C(C=C2)Cl)C(Cl)Cl)Cl. Cell line: KM12. Synergy scores: CSS=4.40, Synergy_ZIP=4.20, Synergy_Bliss=7.96, Synergy_Loewe=5.52, Synergy_HSA=5.65. (8) Drug 1: CN1C(=O)N2C=NC(=C2N=N1)C(=O)N. Drug 2: C1=NC2=C(N1)C(=S)N=CN2. Cell line: SNB-19. Synergy scores: CSS=9.28, Synergy_ZIP=-2.11, Synergy_Bliss=-0.617, Synergy_Loewe=-12.2, Synergy_HSA=-0.280. (9) Drug 1: C1CN(CCN1C(=O)CCBr)C(=O)CCBr. Drug 2: C1C(C(OC1N2C=NC(=NC2=O)N)CO)O. Cell line: HCC-2998. Synergy scores: CSS=38.0, Synergy_ZIP=-3.82, Synergy_Bliss=-3.22, Synergy_Loewe=4.07, Synergy_HSA=4.22. (10) Drug 1: C1CC(C1)(C(=O)O)C(=O)O.[NH2-].[NH2-].[Pt+2]. Drug 2: C1CC(CNC1)C2=CC=C(C=C2)N3C=C4C=CC=C(C4=N3)C(=O)N. Cell line: UACC62. Synergy scores: CSS=15.9, Synergy_ZIP=-5.55, Synergy_Bliss=1.59, Synergy_Loewe=1.70, Synergy_HSA=2.30.